This data is from Reaction yield outcomes from USPTO patents with 853,638 reactions. The task is: Predict the reaction yield, written as a fraction of the theoretical maximum amount of product (1.0 means a 100% yield; for example, 0.34 means a 34% yield). (1) The reactants are [CH2:1]([C:4]1[NH:8][C:7]2[CH:9]=[CH:10][CH:11]=[C:12]([CH2:13][OH:14])[C:6]=2[N:5]=1)[CH2:2][CH3:3].Br[CH2:16][C:17]1[CH:36]=[CH:35][C:20]2/[C:21](=[C:31](/[CH3:34])\[C:32]#[N:33])/[C:22]3[CH:29]=[CH:28][C:27]([F:30])=[CH:26][C:23]=3[O:24][CH2:25][C:19]=2[CH:18]=1. No catalyst specified. The product is [F:30][C:27]1[CH:28]=[CH:29][C:22]2=[C:23]([CH:26]=1)[O:24][CH2:25][C:19]1[CH:18]=[C:17]([CH2:16][N:8]3[C:7]4[CH:9]=[CH:10][CH:11]=[C:12]([CH2:13][OH:14])[C:6]=4[N:5]=[C:4]3[CH2:1][CH2:2][CH3:3])[CH:36]=[CH:35][C:20]=1/[C:21]/2=[C:31](/[CH3:34])\[C:32]#[N:33]. The yield is 0.920. (2) The reactants are [CH:1]1([CH2:6][C@H:7]([CH2:28][N:29]([CH:38]=[O:39])[O:30][CH2:31][C:32]2[CH:37]=[CH:36][CH:35]=[CH:34][CH:33]=2)[C:8]([N:10]2[CH:14]([C:15]([OH:17])=O)[CH2:13][CH2:12][N:11]2[C:18]([O:20][CH2:21][C:22]2[CH:27]=[CH:26][CH:25]=[CH:24][CH:23]=2)=[O:19])=[O:9])[CH2:5][CH2:4][CH2:3][CH2:2]1.CN1C=CN=C1.S(Cl)(C)(=O)=O.[NH2:51][C:52]1[CH:57]=[CH:56][CH:55]=[C:54]([Cl:58])[N:53]=1. The catalyst is C1(C[C@H](CN(C=O)OCC2C=CC=CC=2)C(N2[C@H](C(O)=O)CCN2C(OCC2C=CC=CC=2)=O)=O)CCCC1.ClCCl. The product is [Cl:58][C:54]1[N:53]=[C:52]([NH:51][C:15]([C@@H:14]2[CH2:13][CH2:12][N:11]([C:18]([O:20][CH2:21][C:22]3[CH:23]=[CH:24][CH:25]=[CH:26][CH:27]=3)=[O:19])[N:10]2[C:8](=[O:9])[C@@H:7]([CH2:28][N:29]([CH:38]=[O:39])[O:30][CH2:31][C:32]2[CH:33]=[CH:34][CH:35]=[CH:36][CH:37]=2)[CH2:6][CH:1]2[CH2:2][CH2:3][CH2:4][CH2:5]2)=[O:17])[CH:57]=[CH:56][CH:55]=1. The yield is 0.740. (3) The reactants are [C:1]12([CH2:11][NH:12][C:13](=O)[CH2:14][C:15](=[O:20])[CH2:16][CH:17]([CH3:19])[CH3:18])[CH2:10][CH:5]3[CH2:6][CH:7]([CH2:9][CH:3]([CH2:4]3)[CH2:2]1)[CH2:8]2.[H-].[H-].[H-].[H-].[Li+].[Al+3].O.[OH-].[Na+]. The catalyst is C1COCC1. The product is [C:1]12([CH2:11][NH:12][CH2:13][CH2:14][CH:15]([OH:20])[CH2:16][CH:17]([CH3:18])[CH3:19])[CH2:10][CH:5]3[CH2:6][CH:7]([CH2:9][CH:3]([CH2:4]3)[CH2:2]1)[CH2:8]2. The yield is 0.633. (4) The reactants are [CH:1]1([CH2:4][C:5]([F:24])([F:23])[CH2:6][C@H:7]([NH:11][C@@H:12]([C:17]2[CH:22]=[CH:21][CH:20]=[CH:19][CH:18]=2)[C:13]([F:16])([F:15])[F:14])[C:8](O)=[O:9])[CH2:3][CH2:2]1.CN(C(ON1N=[N:40][C:35]2[CH:36]=[CH:37]C=[N:39][C:34]1=2)=[N+](C)C)C.F[P-](F)(F)(F)(F)F.CCN(C(C)C)C(C)C.Cl.C(C1CC1)#N. The catalyst is CN(C=O)C. The product is [C:34]([C:35]1([NH:40][C:8](=[O:9])[C@@H:7]([NH:11][C@@H:12]([C:17]2[CH:18]=[CH:19][CH:20]=[CH:21][CH:22]=2)[C:13]([F:15])([F:14])[F:16])[CH2:6][C:5]([F:23])([F:24])[CH2:4][CH:1]2[CH2:3][CH2:2]2)[CH2:37][CH2:36]1)#[N:39]. The yield is 0.370. (5) The yield is 0.660. No catalyst specified. The reactants are [C:1]([C:4]1[CH:27]=[CH:26][C:7]([O:8][CH2:9][C:10]2[CH:25]=[CH:24][C:13]([C:14]([C:16]3[CH:17]=[N:18][CH:19]=[C:20]([CH:23]=3)[C:21]#[N:22])=[O:15])=[CH:12][CH:11]=2)=[C:6]([CH2:28][CH2:29][CH3:30])[C:5]=1[OH:31])(=[O:3])[CH3:2].[N-:32]=[N+:33]=[N-:34].[Na+].Cl.C(N(CC)CC)C. The product is [OH:31][C:5]1[C:6]([CH2:28][CH2:29][CH3:30])=[C:7]([O:8][CH2:9][C:10]2[CH:11]=[CH:12][C:13]([C:14]([C:16]3[CH:17]=[N:18][CH:19]=[C:20]([C:21]4[N:32]=[N:33][NH:34][N:22]=4)[CH:23]=3)=[O:15])=[CH:24][CH:25]=2)[CH:26]=[CH:27][C:4]=1[C:1](=[O:3])[CH3:2]. (6) The reactants are [Cl:1][C:2]1[C:3]([C:14]([F:17])([F:16])[F:15])=[N:4][N:5]([CH2:8][C:9]([O:11]CC)=[O:10])[C:6]=1[CH3:7].O[Li].O.Cl. The catalyst is C1COCC1.O. The product is [Cl:1][C:2]1[C:3]([C:14]([F:16])([F:15])[F:17])=[N:4][N:5]([CH2:8][C:9]([OH:11])=[O:10])[C:6]=1[CH3:7]. The yield is 0.890. (7) The reactants are Br[C:2]1[CH:3]=[C:4]([O:10][C:11]2[C:12]([F:28])=[C:13]([CH2:18][NH:19][C:20]([C:22]3[NH:26][CH:25]=[N:24][C:23]=3[Cl:27])=[O:21])[CH:14]=[CH:15][C:16]=2[Cl:17])[CH:5]=[C:6]([C:8]#[N:9])[CH:7]=1.[CH3:29][CH:30]([CH3:33])[C:31]#[CH:32]. The catalyst is C1COCC1.[Cu]I. The product is [Cl:27][C:23]1[N:24]=[CH:25][NH:26][C:22]=1[C:20]([NH:19][CH2:18][C:13]1[CH:14]=[CH:15][C:16]([Cl:17])=[C:11]([O:10][C:4]2[CH:3]=[C:2]([C:32]#[C:31][CH:30]([CH3:33])[CH3:29])[CH:7]=[C:6]([C:8]#[N:9])[CH:5]=2)[C:12]=1[F:28])=[O:21]. The yield is 0.530. (8) The reactants are [OH:1][CH2:2][C:3]1[S:7][C:6]([C:8]2[CH:9]=[C:10]3[C:14](=[C:15]([C:17]([NH2:19])=[O:18])[CH:16]=2)[NH:13][CH:12]=[C:11]3[CH:20]2[CH2:25][CH2:24][N:23]([S:26]([CH2:29][CH2:30][CH2:31][N:32]3[CH2:36][CH2:35][CH2:34][CH2:33]3)(=[O:28])=[O:27])[CH2:22][CH2:21]2)=[CH:5][CH:4]=1. The catalyst is C1COCC1.O=[Mn]=O. The product is [CH:2]([C:3]1[S:7][C:6]([C:8]2[CH:9]=[C:10]3[C:14](=[C:15]([C:17]([NH2:19])=[O:18])[CH:16]=2)[NH:13][CH:12]=[C:11]3[CH:20]2[CH2:21][CH2:22][N:23]([S:26]([CH2:29][CH2:30][CH2:31][N:32]3[CH2:33][CH2:34][CH2:35][CH2:36]3)(=[O:27])=[O:28])[CH2:24][CH2:25]2)=[CH:5][CH:4]=1)=[O:1]. The yield is 0.580. (9) The reactants are [CH3:1][O:2][C:3]([C:5]1[C:13]([NH:14][C:15]2[CH:20]=[CH:19][CH:18]=[CH:17][C:16]=2[Cl:21])=[C:12]([F:22])[C:8]2[N:9]=[CH:10][NH:11][C:7]=2[CH:6]=1)=[O:4].CC1C=CC(S(O)(=O)=O)=CC=1.O.C1C(=O)N([Br:42])C(=O)C1. The catalyst is C1COCC1.CO. The product is [CH3:1][O:2][C:3]([C:5]1[C:13]([NH:14][C:15]2[CH:20]=[CH:19][C:18]([Br:42])=[CH:17][C:16]=2[Cl:21])=[C:12]([F:22])[C:8]2[N:9]=[CH:10][NH:11][C:7]=2[CH:6]=1)=[O:4]. The yield is 0.850.